From a dataset of Full USPTO retrosynthesis dataset with 1.9M reactions from patents (1976-2016). Predict the reactants needed to synthesize the given product. Given the product [CH:1]([O:4][C:5]1[CH:16]=[CH:15][CH:14]=[C:13]([CH2:17][CH2:18][CH2:19][CH2:20][CH2:21][CH2:22][CH2:23][CH2:24][CH2:25][CH2:26][CH2:27][CH2:28][CH2:29][CH2:30][CH3:31])[C:6]=1[C:7]([OH:9])=[O:8])([CH3:3])[CH3:2], predict the reactants needed to synthesize it. The reactants are: [CH:1]([O:4][C:5]1[CH:16]=[CH:15][CH:14]=[C:13]([CH2:17][CH2:18][CH2:19][CH2:20][CH2:21][CH2:22][CH2:23][CH2:24][CH2:25][CH2:26][CH2:27][CH2:28][CH2:29][CH2:30][CH3:31])[C:6]=1[C:7]([O:9]C(C)C)=[O:8])([CH3:3])[CH3:2].CC(C)([O-])C.[K+].CCCCCC.C(OCC)(=O)C.Cl.